Dataset: Aqueous solubility values for 9,982 compounds from the AqSolDB database. Task: Regression/Classification. Given a drug SMILES string, predict its absorption, distribution, metabolism, or excretion properties. Task type varies by dataset: regression for continuous measurements (e.g., permeability, clearance, half-life) or binary classification for categorical outcomes (e.g., BBB penetration, CYP inhibition). For this dataset (solubility_aqsoldb), we predict Y. The drug is CC1C(N)CN1c1c(F)cc2c(=O)c(C(=O)O)cn(C3CC3)c2c1Cl. The Y is -4.48 log mol/L.